Task: Predict the reaction yield, written as a fraction of the theoretical maximum amount of product (1.0 means a 100% yield; for example, 0.34 means a 34% yield).. Dataset: Reaction yield outcomes from USPTO patents with 853,638 reactions (1) The reactants are Br[CH2:2][C:3]1[CH:8]=[C:7]([O:9][C:10]([F:15])([F:14])[CH:11]([F:13])[F:12])[CH:6]=[C:5]([C:16]([C:19]2[CH:24]=[C:23]([N+:25]([O-:27])=[O:26])[CH:22]=[C:21]([Cl:28])[CH:20]=2)([CH3:18])[CH3:17])[CH:4]=1.[CH3:29][N:30]1[CH:34]=[C:33](B2OC(C)(C)C(C)(C)O2)[CH:32]=[N:31]1.C([O-])([O-])=O.[Na+].[Na+]. The catalyst is C1C=CC([P]([Pd]([P](C2C=CC=CC=2)(C2C=CC=CC=2)C2C=CC=CC=2)([P](C2C=CC=CC=2)(C2C=CC=CC=2)C2C=CC=CC=2)[P](C2C=CC=CC=2)(C2C=CC=CC=2)C2C=CC=CC=2)(C2C=CC=CC=2)C2C=CC=CC=2)=CC=1.COCCOC.O. The product is [Cl:28][C:21]1[CH:20]=[C:19]([C:16]([C:5]2[CH:4]=[C:3]([CH:8]=[C:7]([O:9][C:10]([F:14])([F:15])[CH:11]([F:13])[F:12])[CH:6]=2)[CH2:2][C:33]2[CH:32]=[N:31][N:30]([CH3:29])[CH:34]=2)([CH3:18])[CH3:17])[CH:24]=[C:23]([N+:25]([O-:27])=[O:26])[CH:22]=1. The yield is 0.220. (2) The reactants are Br[C:2]1[CH:7]=[C:6]([F:8])[CH:5]=[C:4]([Cl:9])[CH:3]=1.[Mg].II.[C:13]([N:20]1[CH2:24][CH2:23][C:22](=[O:25])[CH2:21]1)([O:15][C:16]([CH3:19])([CH3:18])[CH3:17])=[O:14]. The catalyst is O1CCCC1. The product is [Cl:9][C:4]1[CH:3]=[C:2]([C:22]2([OH:25])[CH2:23][CH2:24][N:20]([C:13]([O:15][C:16]([CH3:18])([CH3:17])[CH3:19])=[O:14])[CH2:21]2)[CH:7]=[C:6]([F:8])[CH:5]=1. The yield is 0.280. (3) The reactants are [F:1][C:2]1[CH:3]=[C:4]([CH:9]([CH3:14])[C:10]([O:12][CH3:13])=[O:11])[CH:5]=[CH:6][C:7]=1I.[OH:15][C:16]1[CH:17]=[C:18](B(O)O)[CH:19]=[CH:20][CH:21]=1. No catalyst specified. The product is [F:1][C:2]1[CH:3]=[C:4]([CH:9]([CH3:14])[C:10]([O:12][CH3:13])=[O:11])[CH:5]=[CH:6][C:7]=1[C:21]1[CH:20]=[CH:19][CH:18]=[CH:17][C:16]=1[OH:15]. The yield is 0.840. (4) The reactants are [NH2:1][C:2]1[CH:3]=[C:4]2[C:9](=[CH:10][CH:11]=1)[CH:8]=[N:7][CH:6]=[CH:5]2.[H-].[Na+].[C:14](Cl)(=[O:23])[CH2:15][CH2:16][C:17]1[CH:22]=[CH:21][CH:20]=[CH:19][CH:18]=1. The catalyst is CN(C=O)C.CCOC(C)=O. The product is [CH:8]1[C:9]2[C:4](=[CH:3][C:2]([NH:1][C:14](=[O:23])[CH2:15][CH2:16][C:17]3[CH:22]=[CH:21][CH:20]=[CH:19][CH:18]=3)=[CH:11][CH:10]=2)[CH:5]=[CH:6][N:7]=1. The yield is 0.100. (5) The reactants are [CH3:1][N:2]1[CH:6]=[CH:5][CH:4]=[N:3]1.[Li]CCCC.[CH:12]([O:15][B:16]1[O:20][C:19](C)(C)[C:18]([CH3:24])([CH3:23])O1)(C)C. The catalyst is C1COCC1.[NH4+].[Cl-]. The product is [CH3:24][C:18]1([CH3:23])[CH2:12][O:15][B:16]([C:6]2[N:2]([CH3:1])[N:3]=[CH:4][CH:5]=2)[O:20][CH2:19]1. The yield is 0.770. (6) The reactants are [CH2:1]([O:4][C@H:5]([CH2:7][C:8]#[C:9][CH2:10][CH2:11][CH2:12][CH3:13])[CH3:6])[C:2]#[CH:3].[CH3:14][O:15][C:16]1[CH:27]=[CH:26][C:19]([CH2:20][NH:21][CH2:22][CH2:23][C:24]#[N:25])=[CH:18][CH:17]=1.[CH2:28]=O. No catalyst specified. The product is [CH3:14][O:15][C:16]1[CH:17]=[CH:18][C:19]([CH2:20][N:21]([CH2:28][C:3]#[C:2][CH2:1][O:4][C@H:5]([CH2:7][C:8]#[C:9][CH2:10][CH2:11][CH2:12][CH3:13])[CH3:6])[CH2:22][CH2:23][C:24]#[N:25])=[CH:26][CH:27]=1. The yield is 0.670. (7) The reactants are [CH:1]1[C:11]2[CH2:10][CH2:9][C:8]3[CH:12]=[CH:13][CH:14]=[CH:15][C:7]=3[C:6](=[CH:16][C:17]3[CH:22]=[CH:21][CH:20]=[CH:19][C:18]=3[NH2:23])[C:5]=2[CH:4]=[CH:3][CH:2]=1.CC(O)=O.[O-:28][C:29]#[N:30].[Na+]. The catalyst is O. The product is [CH:1]1[C:11]2[CH2:10][CH2:9][C:8]3[CH:12]=[CH:13][CH:14]=[CH:15][C:7]=3[C:6](=[CH:16][C:17]3[CH:22]=[CH:21][CH:20]=[CH:19][C:18]=3[NH:23][C:29]([NH2:30])=[O:28])[C:5]=2[CH:4]=[CH:3][CH:2]=1. The yield is 0.480. (8) The reactants are Br[C:2]1[C:7](=[O:8])[N:6]([CH2:9][C:10]2[CH:15]=[CH:14][C:13]([C:16]3[C:17]([C:22]#[N:23])=[CH:18][CH:19]=[CH:20][CH:21]=3)=[CH:12][CH:11]=2)[C:5]([CH2:24][CH2:25][CH2:26][CH3:27])=[N:4][C:3]=1[CH3:28].[CH3:29][C:30]1([CH3:42])[CH2:34][C:33]2[CH:35]=[C:36](B(O)O)[CH:37]=[CH:38][C:32]=2[O:31]1.C(=O)([O-])[O-].[Cs+].[Cs+]. The catalyst is O1CCOCC1.C(OCC)(=O)C.C1C=CC(P(C2C=CC=CC=2)[C-]2C=CC=C2)=CC=1.C1C=CC(P(C2C=CC=CC=2)[C-]2C=CC=C2)=CC=1.Cl[Pd]Cl.[Fe+2]. The product is [CH2:24]([C:5]1[N:6]([CH2:9][C:10]2[CH:15]=[CH:14][C:13]([C:16]3[C:17]([C:22]#[N:23])=[CH:18][CH:19]=[CH:20][CH:21]=3)=[CH:12][CH:11]=2)[C:7](=[O:8])[C:2]([C:36]2[CH:37]=[CH:38][C:32]3[O:31][C:30]([CH3:29])([CH3:42])[CH2:34][C:33]=3[CH:35]=2)=[C:3]([CH3:28])[N:4]=1)[CH2:25][CH2:26][CH3:27]. The yield is 0.820.